This data is from Peptide-MHC class I binding affinity with 185,985 pairs from IEDB/IMGT. The task is: Regression. Given a peptide amino acid sequence and an MHC pseudo amino acid sequence, predict their binding affinity value. This is MHC class I binding data. The peptide sequence is FVRTLFQQM. The MHC is HLA-B27:05 with pseudo-sequence HLA-B27:05. The binding affinity (normalized) is 0.0847.